This data is from Forward reaction prediction with 1.9M reactions from USPTO patents (1976-2016). The task is: Predict the product of the given reaction. (1) Given the reactants [CH3:1][O:2][C:3]1[CH:19]=[C:18]([O:20][CH3:21])[CH:17]=[CH:16][C:4]=1[CH2:5][NH:6][S:7]([C:10]1[CH:15]=[CH:14][N:13]=[CH:12][CH:11]=1)(=[O:9])=[O:8].[CH3:22][C:23]([C:29]1[CH:36]=[CH:35][C:32]([CH2:33]O)=[CH:31][CH:30]=1)([CH3:28])[CH2:24][CH2:25][CH2:26][CH3:27].C(P(CCCC)CCCC)CCC.CN(C)C(N=NC(N(C)C)=O)=O, predict the reaction product. The product is: [CH3:1][O:2][C:3]1[CH:19]=[C:18]([O:20][CH3:21])[CH:17]=[CH:16][C:4]=1[CH2:5][N:6]([CH2:33][C:32]1[CH:35]=[CH:36][C:29]([C:23]([CH3:22])([CH3:28])[CH2:24][CH2:25][CH2:26][CH3:27])=[CH:30][CH:31]=1)[S:7]([C:10]1[CH:11]=[CH:12][N:13]=[CH:14][CH:15]=1)(=[O:9])=[O:8]. (2) Given the reactants [OH:1][C:2]1[CH:7]=[CH:6][C:5]([CH2:8][C@H:9]([NH:13][S:14]([C:17]2[CH:22]=[CH:21][C:20]([CH3:23])=[CH:19][CH:18]=2)(=[O:16])=[O:15])[C:10]([OH:12])=[O:11])=[CH:4][CH:3]=1.C1C=CC(I(OC(C(F)(F)F)=O)OC(C(F)(F)F)=O)=CC=1.CCOC(C)=O.CCCCCC, predict the reaction product. The product is: [O:11]1[C:5]2([CH:6]=[CH:7][C:2](=[O:1])[CH:3]=[CH:4]2)[CH2:8][C@H:9]([NH:13][S:14]([C:17]2[CH:18]=[CH:19][C:20]([CH3:23])=[CH:21][CH:22]=2)(=[O:16])=[O:15])[C:10]1=[O:12].